Predict the reaction yield, written as a fraction of the theoretical maximum amount of product (1.0 means a 100% yield; for example, 0.34 means a 34% yield). From a dataset of Reaction yield outcomes from USPTO patents with 853,638 reactions. (1) The reactants are Br[C:2]1[CH:3]=[C:4]2[C:8](=[CH:9][CH:10]=1)[N:7]([CH:11]1[CH2:16][CH2:15][CH2:14][CH2:13][O:12]1)[N:6]=[C:5]2[C:17]1[CH:22]=[CH:21][C:20]([F:23])=[CH:19][CH:18]=1.C([Li])CCC.CCCCCC.[C:35]1([CH2:41][CH:42]=[O:43])[CH:40]=[CH:39][CH:38]=[CH:37][CH:36]=1. The catalyst is O1CCCC1. The product is [F:23][C:20]1[CH:21]=[CH:22][C:17]([C:5]2[C:4]3[C:8](=[CH:9][CH:10]=[C:2]([CH:42]([OH:43])[CH2:41][C:35]4[CH:40]=[CH:39][CH:38]=[CH:37][CH:36]=4)[CH:3]=3)[N:7]([CH:11]3[CH2:16][CH2:15][CH2:14][CH2:13][O:12]3)[N:6]=2)=[CH:18][CH:19]=1. The yield is 0.440. (2) The catalyst is C(Cl)Cl. The yield is 0.860. The reactants are [CH3:1][C:2]([O:4][C@H:5]1[C:14]2[C@@:15]3([CH3:30])[C@@H:26]([CH2:27][O:28][CH3:29])[O:25][C:23](=[O:24])[C:17]4=[CH:18][O:19][C:20]([C:21](=[O:22])[C:13]=2[C@@H:8]2[CH2:9][CH2:10][C:11](=[O:12])[C@@:7]2([CH3:31])[CH2:6]1)=[C:16]34)=[O:3].[NH:32]1[CH2:36][CH2:35][CH2:34][CH2:33]1. The product is [CH3:1][C:2]([O:4][C@H:5]1[C:14]2[C@:15]3([CH3:30])[C:16](=[C:20]([OH:19])[C:21](=[O:22])[C:13]=2[C@@H:8]2[CH2:9][CH2:10][C:11](=[O:12])[C@@:7]2([CH3:31])[CH2:6]1)/[C:17](=[CH:18]/[N:32]1[CH2:36][CH2:35][CH2:34][CH2:33]1)/[C:23](=[O:24])[O:25][C@@H:26]3[CH2:27][O:28][CH3:29])=[O:3]. (3) The reactants are C[O:2][C:3](=[O:38])[C:4]1[CH:9]=[CH:8][C:7]([NH:10][C:11](=[O:37])[CH:12]([N:19]2[C:23]3[CH:24]=[C:25]([F:29])[C:26]([F:28])=[CH:27][C:22]=3[N:21]=[C:20]2[C:30]2[CH:35]=[CH:34][C:33]([Cl:36])=[CH:32][CH:31]=2)[CH:13]2[CH2:18][CH2:17][CH2:16][CH2:15][CH2:14]2)=[N:6][CH:5]=1.O.[OH-].[Li+]. The catalyst is O.O1CCOCC1. The product is [Cl:36][C:33]1[CH:34]=[CH:35][C:30]([C:20]2[N:19]([CH:12]([CH:13]3[CH2:18][CH2:17][CH2:16][CH2:15][CH2:14]3)[C:11]([NH:10][C:7]3[CH:8]=[CH:9][C:4]([C:3]([OH:38])=[O:2])=[CH:5][N:6]=3)=[O:37])[C:23]3[CH:24]=[C:25]([F:29])[C:26]([F:28])=[CH:27][C:22]=3[N:21]=2)=[CH:31][CH:32]=1. The yield is 0.840. (4) The reactants are Br[C:2]1[C:3]([O:31][CH3:32])=[C:4]([C:16]2[CH:24]=[C:23]3[C:19]([C:20]([CH2:25][CH2:26][S:27]([NH2:30])(=[O:29])=[O:28])=[CH:21][CH2:22]3)=[CH:18][CH:17]=2)[CH:5]=[C:6]([N:8]2[CH:13]=[CH:12][C:11](=[O:14])[NH:10][C:9]2=[O:15])[CH:7]=1.[S:33]1[CH:37]=[CH:36][C:35](B(O)O)=[CH:34]1. No catalyst specified. The product is [O:15]=[C:9]1[NH:10][C:11](=[O:14])[CH:12]=[CH:13][N:8]1[C:6]1[CH:7]=[C:2]([C:35]2[CH:36]=[CH:37][S:33][CH:34]=2)[C:3]([O:31][CH3:32])=[C:4]([C:16]2[CH:24]=[C:23]3[C:19]([C:20]([CH2:25][CH2:26][S:27]([NH2:30])(=[O:29])=[O:28])=[CH:21][CH2:22]3)=[CH:18][CH:17]=2)[CH:5]=1. The yield is 0.330. (5) The reactants are [CH3:1][C:2]1[O:6][N:5]=[C:4]([C:7]2[CH:12]=[CH:11][CH:10]=[CH:9][CH:8]=2)[C:3]=1[CH2:13][O:14][C:15]1[CH:23]=[CH:22][C:18]([C:19]([OH:21])=O)=[CH:17][N:16]=1.Cl.[CH3:25][C:26]1([NH2:29])[CH2:28][CH2:27]1. No catalyst specified. The product is [CH3:25][C:26]1([NH:29][C:19](=[O:21])[C:18]2[CH:22]=[CH:23][C:15]([O:14][CH2:13][C:3]3[C:4]([C:7]4[CH:8]=[CH:9][CH:10]=[CH:11][CH:12]=4)=[N:5][O:6][C:2]=3[CH3:1])=[N:16][CH:17]=2)[CH2:28][CH2:27]1. The yield is 0.830.